From a dataset of NCI-60 drug combinations with 297,098 pairs across 59 cell lines. Regression. Given two drug SMILES strings and cell line genomic features, predict the synergy score measuring deviation from expected non-interaction effect. (1) Drug 1: CC1=C(C=C(C=C1)NC(=O)C2=CC=C(C=C2)CN3CCN(CC3)C)NC4=NC=CC(=N4)C5=CN=CC=C5. Drug 2: CC(C)(C#N)C1=CC(=CC(=C1)CN2C=NC=N2)C(C)(C)C#N. Cell line: UACC62. Synergy scores: CSS=-1.08, Synergy_ZIP=2.44, Synergy_Bliss=4.47, Synergy_Loewe=-2.08, Synergy_HSA=-0.586. (2) Drug 1: CCCS(=O)(=O)NC1=C(C(=C(C=C1)F)C(=O)C2=CNC3=C2C=C(C=N3)C4=CC=C(C=C4)Cl)F. Drug 2: CN(CCCl)CCCl.Cl. Cell line: SR. Synergy scores: CSS=69.2, Synergy_ZIP=9.06, Synergy_Bliss=8.15, Synergy_Loewe=-12.2, Synergy_HSA=9.76. (3) Drug 1: CCC1=C2CN3C(=CC4=C(C3=O)COC(=O)C4(CC)O)C2=NC5=C1C=C(C=C5)O. Drug 2: CCN(CC)CCNC(=O)C1=C(NC(=C1C)C=C2C3=C(C=CC(=C3)F)NC2=O)C. Cell line: CCRF-CEM. Synergy scores: CSS=52.0, Synergy_ZIP=-2.43, Synergy_Bliss=-7.60, Synergy_Loewe=-59.4, Synergy_HSA=-8.43. (4) Drug 2: C(CN)CNCCSP(=O)(O)O. Synergy scores: CSS=28.8, Synergy_ZIP=0.282, Synergy_Bliss=2.52, Synergy_Loewe=-43.3, Synergy_HSA=2.62. Cell line: DU-145. Drug 1: COC1=CC(=CC(=C1O)OC)C2C3C(COC3=O)C(C4=CC5=C(C=C24)OCO5)OC6C(C(C7C(O6)COC(O7)C8=CC=CS8)O)O. (5) Drug 1: C1CC(C1)(C(=O)O)C(=O)O.[NH2-].[NH2-].[Pt+2]. Drug 2: CCC1(CC2CC(C3=C(CCN(C2)C1)C4=CC=CC=C4N3)(C5=C(C=C6C(=C5)C78CCN9C7C(C=CC9)(C(C(C8N6C)(C(=O)OC)O)OC(=O)C)CC)OC)C(=O)OC)O.OS(=O)(=O)O. Cell line: NCI-H522. Synergy scores: CSS=8.78, Synergy_ZIP=0.252, Synergy_Bliss=2.39, Synergy_Loewe=-12.2, Synergy_HSA=-2.44. (6) Drug 1: CC12CCC3C(C1CCC2=O)CC(=C)C4=CC(=O)C=CC34C. Drug 2: CC12CCC3C(C1CCC2O)C(CC4=C3C=CC(=C4)O)CCCCCCCCCS(=O)CCCC(C(F)(F)F)(F)F. Cell line: OVCAR-8. Synergy scores: CSS=53.7, Synergy_ZIP=-0.134, Synergy_Bliss=-2.06, Synergy_Loewe=-1.33, Synergy_HSA=-1.74. (7) Drug 1: CC1=C(C=C(C=C1)C(=O)NC2=CC(=CC(=C2)C(F)(F)F)N3C=C(N=C3)C)NC4=NC=CC(=N4)C5=CN=CC=C5. Drug 2: CCN(CC)CCCC(C)NC1=C2C=C(C=CC2=NC3=C1C=CC(=C3)Cl)OC. Cell line: OVCAR-5. Synergy scores: CSS=14.5, Synergy_ZIP=2.09, Synergy_Bliss=3.55, Synergy_Loewe=-6.80, Synergy_HSA=2.94. (8) Drug 1: CC=C1C(=O)NC(C(=O)OC2CC(=O)NC(C(=O)NC(CSSCCC=C2)C(=O)N1)C(C)C)C(C)C. Drug 2: CS(=O)(=O)CCNCC1=CC=C(O1)C2=CC3=C(C=C2)N=CN=C3NC4=CC(=C(C=C4)OCC5=CC(=CC=C5)F)Cl. Cell line: K-562. Synergy scores: CSS=24.8, Synergy_ZIP=0.177, Synergy_Bliss=5.35, Synergy_Loewe=-43.1, Synergy_HSA=-0.931. (9) Drug 1: C1=CC(=CC=C1CC(C(=O)O)N)N(CCCl)CCCl.Cl. Drug 2: CC1C(C(CC(O1)OC2CC(CC3=C2C(=C4C(=C3O)C(=O)C5=C(C4=O)C(=CC=C5)OC)O)(C(=O)CO)O)N)O.Cl. Cell line: SR. Synergy scores: CSS=45.7, Synergy_ZIP=-14.3, Synergy_Bliss=-19.8, Synergy_Loewe=-18.3, Synergy_HSA=-15.6.